Regression. Given two drug SMILES strings and cell line genomic features, predict the synergy score measuring deviation from expected non-interaction effect. From a dataset of NCI-60 drug combinations with 297,098 pairs across 59 cell lines. Drug 1: CC1=C(C=C(C=C1)NC(=O)C2=CC=C(C=C2)CN3CCN(CC3)C)NC4=NC=CC(=N4)C5=CN=CC=C5. Drug 2: C(=O)(N)NO. Cell line: SNB-75. Synergy scores: CSS=-1.48, Synergy_ZIP=-0.708, Synergy_Bliss=-2.06, Synergy_Loewe=-2.99, Synergy_HSA=-2.68.